This data is from CYP2C9 inhibition data for predicting drug metabolism from PubChem BioAssay. The task is: Regression/Classification. Given a drug SMILES string, predict its absorption, distribution, metabolism, or excretion properties. Task type varies by dataset: regression for continuous measurements (e.g., permeability, clearance, half-life) or binary classification for categorical outcomes (e.g., BBB penetration, CYP inhibition). Dataset: cyp2c9_veith. (1) The drug is CCNC(=O)C/C(C)=N/NC(=O)C12CC3CC(CC(C3)C1)C2. The result is 0 (non-inhibitor). (2) The molecule is Cc1ccc(C(C(=O)NC2CCCCC2)N2CCN(C(=O)c3ccco3)CC2)cc1. The result is 0 (non-inhibitor). (3) The drug is CC(C)=CCC/C(C)=C/CO. The result is 0 (non-inhibitor). (4) The drug is Nc1nc2c(nc(Br)n2[C@@H]2O[C@H]3COP(=O)([O-])O[C@H]3[C@@H]2O)c(=O)[nH]1. The result is 0 (non-inhibitor). (5) The molecule is Cc1ccc(C(=O)COC(=O)CNC(=O)C(c2ccccc2)c2ccccc2)cc1[N+](=O)[O-]. The result is 0 (non-inhibitor). (6) The compound is Cc1ccc(C(=O)CN(C(=O)c2ccc(Cl)cc2)N2C(=O)c3ccccc3C2=O)cc1. The result is 1 (inhibitor).